This data is from Peptide-MHC class I binding affinity with 185,985 pairs from IEDB/IMGT. The task is: Regression. Given a peptide amino acid sequence and an MHC pseudo amino acid sequence, predict their binding affinity value. This is MHC class I binding data. (1) The peptide sequence is RVYLQGHGY. The MHC is HLA-A02:03 with pseudo-sequence HLA-A02:03. The binding affinity (normalized) is 0.0847. (2) The peptide sequence is RIQENHGFI. The MHC is HLA-A69:01 with pseudo-sequence HLA-A69:01. The binding affinity (normalized) is 0.0847. (3) The peptide sequence is KTPSFPNI. The MHC is H-2-Kb with pseudo-sequence H-2-Kb. The binding affinity (normalized) is 0.580. (4) The peptide sequence is SYVFNFHKY. The MHC is HLA-A26:01 with pseudo-sequence HLA-A26:01. The binding affinity (normalized) is 0.0847. (5) The peptide sequence is ELRSKREQEV. The MHC is HLA-A02:02 with pseudo-sequence HLA-A02:02. The binding affinity (normalized) is 0.205. (6) The MHC is HLA-A02:03 with pseudo-sequence HLA-A02:03. The binding affinity (normalized) is 0.562. The peptide sequence is SMYVIPDELI. (7) The peptide sequence is SREKPYKEV. The MHC is Mamu-B08 with pseudo-sequence Mamu-B08. The binding affinity (normalized) is 0.354. (8) The peptide sequence is HAYCGIKGL. The MHC is HLA-A02:06 with pseudo-sequence HLA-A02:06. The binding affinity (normalized) is 0.333.